From a dataset of Reaction yield outcomes from USPTO patents with 853,638 reactions. Predict the reaction yield, written as a fraction of the theoretical maximum amount of product (1.0 means a 100% yield; for example, 0.34 means a 34% yield). (1) The catalyst is O1CCOCC1. The reactants are Br[C:2]1[C:3]([N:19]([CH3:24])[S:20]([CH3:23])(=[O:22])=[O:21])=[CH:4][C:5]2[O:9][C:8]([C:10]([O:12][CH3:13])=[O:11])=[C:7]([C:14](=[O:17])[NH:15][CH3:16])[C:6]=2[CH:18]=1.[B:25]1([B:25]2[O:29][C:28]([CH3:31])([CH3:30])[C:27]([CH3:33])([CH3:32])[O:26]2)[O:29][C:28]([CH3:31])([CH3:30])[C:27]([CH3:33])([CH3:32])[O:26]1.CC(O[K])=O. The product is [CH3:16][NH:15][C:14]([C:7]1[C:6]2[CH:18]=[C:2]([B:25]3[O:29][C:28]([CH3:31])([CH3:30])[C:27]([CH3:33])([CH3:32])[O:26]3)[C:3]([N:19]([CH3:24])[S:20]([CH3:23])(=[O:22])=[O:21])=[CH:4][C:5]=2[O:9][C:8]=1[C:10]([O:12][CH3:13])=[O:11])=[O:17]. The yield is 0.640. (2) The reactants are [CH2:1]([C:4]1[CH:9]=[CH:8][N:7]=[CH:6][CH:5]=1)[CH2:2][CH3:3].[OH:10]O. The catalyst is CC(O)=O. The product is [CH2:1]([C:4]1[CH:9]=[CH:8][N+:7]([O-:10])=[CH:6][CH:5]=1)[CH2:2][CH3:3]. The yield is 1.00. (3) The reactants are [NH2:1][C:2]1[C:7]2=[CH:8][CH:9]=[C:10]([C:11]([O:13][CH2:14][CH2:15][CH2:16][CH3:17])=[O:12])[N:6]2[N:5]=[CH:4][N:3]=1.[Br:18]N1C(C)(C)C(=O)N(Br)C1=O. The catalyst is CN(C=O)C. The product is [NH2:1][C:2]1[C:7]2=[C:8]([Br:18])[CH:9]=[C:10]([C:11]([O:13][CH2:14][CH2:15][CH2:16][CH3:17])=[O:12])[N:6]2[N:5]=[CH:4][N:3]=1. The yield is 0.770. (4) The reactants are C[O:2][C:3](=O)[CH2:4][C:5]([NH:7][C:8]1[CH:13]=[CH:12][C:11]([O:14][CH2:15][C:16]2[CH:21]=[CH:20][CH:19]=[C:18]([F:22])[CH:17]=2)=[CH:10][CH:9]=1)=[O:6].[OH-].[NH4+:25]. The catalyst is O1CCCC1. The product is [F:22][C:18]1[CH:17]=[C:16]([CH:21]=[CH:20][CH:19]=1)[CH2:15][O:14][C:11]1[CH:12]=[CH:13][C:8]([NH:7][C:5](=[O:6])[CH2:4][C:3]([NH2:25])=[O:2])=[CH:9][CH:10]=1. The yield is 0.510. (5) The reactants are [CH3:1][C:2]1[C:16](=[O:17])[N:15]=[C:14]2[N:4]([C@@H:5]3[O:9][C@H:8]([CH2:10][OH:11])[C@@H:7]([OH:12])[C@@H:6]3[O:13]2)[CH:3]=1.[CH3:18][O:19][CH2:20][CH2:21][O:22]B([O:22][CH2:21][CH2:20][O:19][CH3:18])[O:22][CH2:21][CH2:20][O:19][CH3:18]. The catalyst is COCCO. The product is [CH3:18][O:19][CH2:20][CH2:21][O:22][C@@H:6]1[C@H:7]([OH:12])[C@@H:8]([CH2:10][OH:11])[O:9][C@H:5]1[N:4]1[CH:3]=[C:2]([CH3:1])[C:16](=[O:17])[NH:15][C:14]1=[O:13]. The yield is 0.630. (6) The reactants are [CH3:1][O:2][C:3](=[O:17])[CH:4]=[CH:5][C:6]1[C:14]2[C:9](=[CH:10][CH:11]=[C:12]([O:15][CH3:16])[CH:13]=2)[NH:8][CH:7]=1. The catalyst is O1CCCC1.[Pd]. The product is [CH3:1][O:2][C:3](=[O:17])[CH2:4][CH2:5][C:6]1[C:14]2[C:9](=[CH:10][CH:11]=[C:12]([O:15][CH3:16])[CH:13]=2)[NH:8][CH:7]=1. The yield is 0.920.